From a dataset of NCI-60 drug combinations with 297,098 pairs across 59 cell lines. Regression. Given two drug SMILES strings and cell line genomic features, predict the synergy score measuring deviation from expected non-interaction effect. (1) Drug 1: CCC(=C(C1=CC=CC=C1)C2=CC=C(C=C2)OCCN(C)C)C3=CC=CC=C3.C(C(=O)O)C(CC(=O)O)(C(=O)O)O. Drug 2: C1=NC2=C(N=C(N=C2N1C3C(C(C(O3)CO)O)F)Cl)N. Cell line: PC-3. Synergy scores: CSS=3.42, Synergy_ZIP=-1.27, Synergy_Bliss=1.52, Synergy_Loewe=-12.7, Synergy_HSA=-1.71. (2) Drug 1: C1CCN(CC1)CCOC2=CC=C(C=C2)C(=O)C3=C(SC4=C3C=CC(=C4)O)C5=CC=C(C=C5)O. Drug 2: CC(C)NC(=O)C1=CC=C(C=C1)CNNC.Cl. Cell line: SK-OV-3. Synergy scores: CSS=-0.514, Synergy_ZIP=0.549, Synergy_Bliss=-2.18, Synergy_Loewe=-10.1, Synergy_HSA=-6.34. (3) Drug 2: C1CC(C1)(C(=O)O)C(=O)O.[NH2-].[NH2-].[Pt+2]. Cell line: MOLT-4. Drug 1: CN1CCC(CC1)COC2=C(C=C3C(=C2)N=CN=C3NC4=C(C=C(C=C4)Br)F)OC. Synergy scores: CSS=59.8, Synergy_ZIP=-1.95, Synergy_Bliss=-5.45, Synergy_Loewe=-6.18, Synergy_HSA=-3.61.